From a dataset of Full USPTO retrosynthesis dataset with 1.9M reactions from patents (1976-2016). Predict the reactants needed to synthesize the given product. (1) Given the product [CH3:53][O:52][C:51](=[O:54])[NH:50][C@@H:46]([CH:47]1[CH2:49][CH2:64][O:63][CH2:62][CH2:48]1)[C:45]([N:41]1[CH2:42][CH2:43][CH2:44][CH:40]1[C:38]1[NH:39][C:35]([C:30]2[CH:31]=[C:32]3[CH2:33][O:34][C:21]4[CH:20]=[C:19]5[C:24]([CH:25]=[CH:26][C:16]6[N:15]=[C:14]([C@H:13]7[N:9]([C:7](=[O:8])[C@@H:6]([NH:5][C:3]([O:2][CH3:1])=[O:4])[CH:59]([CH3:61])[CH3:60])[C@H:10]8[CH2:58][CH2:57][CH2:56][C@H:11]8[CH2:12]7)[NH:18][C:17]=65)=[CH:23][C:22]=4[C:27]3=[CH:28][CH:29]=2)=[CH:36][N:37]=1)=[O:55], predict the reactants needed to synthesize it. The reactants are: [CH3:1][O:2][C:3]([NH:5][C@@H:6]([CH:59]([CH3:61])[CH3:60])[C:7]([N:9]1[C@H:13]([C:14]2[NH:18][C:17]3[C:19]4[C:24]([CH:25]=[CH:26][C:16]=3[N:15]=2)=[CH:23][C:22]2[C:27]3[C:32]([CH2:33][O:34][C:21]=2[CH:20]=4)=[CH:31][C:30]([C:35]2[NH:39][C:38]([CH:40]4[CH2:44][CH2:43][CH2:42][N:41]4[C:45](=[O:55])[C@@H:46]([NH:50][C:51](=[O:54])[O:52][CH3:53])[CH:47]([CH3:49])[CH3:48])=[N:37][CH:36]=2)=[CH:29][CH:28]=3)[CH2:12][C@@H:11]2[CH2:56][CH2:57][CH2:58][C@H:10]12)=[O:8])=[O:4].[CH3:62][O:63][C:64](N[C@@H](C(C)C)C(O)=O)=O. (2) Given the product [F:15][C:16]1[CH:21]=[C:20]([N+:22]([O-:24])=[O:23])[CH:19]=[CH:18][C:17]=1[O:25][C:2]1[CH:7]=[CH:6][N:5]=[CH:4][C:3]=1[I:8], predict the reactants needed to synthesize it. The reactants are: Cl[C:2]1[CH:7]=[CH:6][N:5]=[CH:4][C:3]=1[I:8].C(=O)([O-])[O-].[Na+].[Na+].[F:15][C:16]1[CH:21]=[C:20]([N+:22]([O-:24])=[O:23])[CH:19]=[CH:18][C:17]=1[OH:25]. (3) Given the product [NH:26]1[C:34]2[C:29](=[CH:30][CH:31]=[C:32]([NH:35][C:2]3[C:11]4=[N:12][NH:13][CH:14]=[C:10]4[C:9]4[C:8]([O:24][CH3:25])=[CH:7][CH:6]=[CH:5][C:4]=4[N:3]=3)[CH:33]=2)[CH:28]=[N:27]1, predict the reactants needed to synthesize it. The reactants are: Cl[C:2]1[C:11]2=[N:12][N:13](CC3C=CC(OC)=CC=3)[CH:14]=[C:10]2[C:9]2[C:8]([O:24][CH3:25])=[CH:7][CH:6]=[CH:5][C:4]=2[N:3]=1.[NH:26]1[C:34]2[C:29](=[CH:30][CH:31]=[C:32]([NH2:35])[CH:33]=2)[CH:28]=[N:27]1.Cl. (4) Given the product [O:3]=[C:2]1[C:4](=[O:5])[C:6]2[C:11](=[CH:10][CH:9]=[CH:8][CH:7]=2)[N:1]1[CH2:19][C:20]([NH2:22])=[O:21], predict the reactants needed to synthesize it. The reactants are: [NH:1]1[C:11]2[C:6](=[CH:7][CH:8]=[CH:9][CH:10]=2)[C:4](=[O:5])[C:2]1=[O:3].C([O-])([O-])=O.[K+].[K+].Cl[CH2:19][C:20]([NH2:22])=[O:21]. (5) Given the product [CH3:23][N:12]1[C:13]2[NH:20][C:19]([CH3:21])=[CH:18][C:17](=[O:22])[C:14]=2[C:15](=[O:16])[N:10]([CH2:9][CH2:8][CH2:7][CH2:6][C@H:5]([OH:4])[CH3:25])[C:11]1=[O:24], predict the reactants needed to synthesize it. The reactants are: C([O:4][C@H:5]([CH3:25])[CH2:6][CH2:7][CH2:8][CH2:9][N:10]1[C:15](=[O:16])[C:14]2[C:17](=[O:22])[CH:18]=[C:19]([CH3:21])[NH:20][C:13]=2[N:12]([CH3:23])[C:11]1=[O:24])(=O)C.Cl.C(=O)(O)[O-].[Na+]. (6) Given the product [C:1]([C:4]1[CH:9]=[CH:8][C:7]([CH2:10][C:11]([O:13][CH2:14][CH3:15])=[O:12])=[C:6]([NH:16][C:37]([O:36][CH2:33][CH:34]=[CH2:35])=[O:38])[CH:5]=1)(=[O:3])[CH3:2].[CH2:33]([O:36][C:37]([NH:17][C:18]1[CH:23]=[C:22]([CH:24]([OH:26])[CH3:25])[CH:21]=[CH:20][C:19]=1[CH2:27][C:28]([O:30][CH2:31][CH3:32])=[O:29])=[O:38])[CH:34]=[CH2:35], predict the reactants needed to synthesize it. The reactants are: [C:1]([C:4]1[CH:9]=[CH:8][C:7]([CH2:10][C:11]([O:13][CH2:14][CH3:15])=[O:12])=[C:6]([NH2:16])[CH:5]=1)(=[O:3])[CH3:2].[NH2:17][C:18]1[CH:23]=[C:22]([CH:24]([OH:26])[CH3:25])[CH:21]=[CH:20][C:19]=1[CH2:27][C:28]([O:30][CH2:31][CH3:32])=[O:29].[CH2:33]([O:36][C:37](Cl)=[O:38])[CH:34]=[CH2:35].[Cl-].[NH4+]. (7) Given the product [CH3:1][O:2][C:3](=[O:26])[C:4]1[CH:9]=[CH:8][C:7]([CH2:10][C:11]2[C:19]3[C:14](=[CH:15][CH:16]=[C:17]([NH2:20])[CH:18]=3)[N:13]([CH3:23])[CH:12]=2)=[C:6]([O:24][CH3:25])[CH:5]=1, predict the reactants needed to synthesize it. The reactants are: [CH3:1][O:2][C:3](=[O:26])[C:4]1[CH:9]=[CH:8][C:7]([CH2:10][C:11]2[C:19]3[C:14](=[CH:15][CH:16]=[C:17]([N+:20]([O-])=O)[CH:18]=3)[N:13]([CH3:23])[CH:12]=2)=[C:6]([O:24][CH3:25])[CH:5]=1.[H][H].